This data is from Forward reaction prediction with 1.9M reactions from USPTO patents (1976-2016). The task is: Predict the product of the given reaction. (1) Given the reactants [N:1]1([C:18]([O:20]C(C)(C)C)=O)[CH2:17][CH2:16][CH2:15][C@H:2]1[C:3]([NH:5][CH2:6][CH2:7][CH2:8][C:9]1[CH:14]=[CH:13][CH:12]=[CH:11][CH:10]=1)=[O:4].C(O)(C(F)(F)F)=O.[NH:32]([C:51]([O:53][C:54]([CH3:57])([CH3:56])[CH3:55])=[O:52])[C@H:33](C(O)=O)[CH2:34][CH2:35][CH2:36][NH:37][C:38]([O:40][CH2:41][C:42]1[CH:47]=[CH:46][CH:45]=[CH:44][CH:43]=1)=[O:39].F[P-](F)(F)(F)(F)F.N1(O[P+](N(C)C)(N(C)C)N(C)C)C2C=CC=CC=2N=N1.CCN(C(C)C)C(C)C, predict the reaction product. The product is: [NH:32]([C:51]([O:53][C:54]([CH3:57])([CH3:56])[CH3:55])=[O:52])[C@H:33]([C:18]([N:1]1[CH2:17][CH2:16][CH2:15][C@H:2]1[C:3]([NH:5][CH2:6][CH2:7][CH2:8][C:9]1[CH:10]=[CH:11][CH:12]=[CH:13][CH:14]=1)=[O:4])=[O:20])[CH2:34][CH2:35][CH2:36][NH:37][C:38]([O:40][CH2:41][C:42]1[CH:47]=[CH:46][CH:45]=[CH:44][CH:43]=1)=[O:39]. (2) Given the reactants [Cl:1][C:2]1[CH:9]=[CH:8][CH:7]=[CH:6][C:3]=1[NH:4][CH3:5].Cl[C:11]([O:13][C:14]1[CH:19]=[CH:18][C:17]([O:20][C:21]2[CH:26]=[CH:25][C:24]([C:27]([F:30])([F:29])[F:28])=[CH:23][N:22]=2)=[CH:16][CH:15]=1)=[O:12], predict the reaction product. The product is: [F:28][C:27]([F:30])([F:29])[C:24]1[CH:25]=[CH:26][C:21]([O:20][C:17]2[CH:18]=[CH:19][C:14]([O:13][C:11](=[O:12])[N:4]([C:3]3[CH:6]=[CH:7][CH:8]=[CH:9][C:2]=3[Cl:1])[CH3:5])=[CH:15][CH:16]=2)=[N:22][CH:23]=1. (3) Given the reactants [N:1]([CH2:4][C:5]1[CH:10]=[CH:9][C:8]([N+:11]([O-:13])=[O:12])=[CH:7][CH:6]=1)=[C:2]=S.[CH3:14][C:15]1([CH3:31])[CH2:24][CH2:23][C:22]([CH3:26])([CH3:25])[C:21]2[CH:20]=[C:19]([C:27]([NH:29][NH2:30])=[O:28])[CH:18]=[CH:17][C:16]1=2, predict the reaction product. The product is: [N+:11]([C:8]1[CH:9]=[CH:10][C:5]([CH2:4][NH:1][C:2]2[O:28][C:27]([C:19]3[CH:18]=[CH:17][C:16]4[C:15]([CH3:31])([CH3:14])[CH2:24][CH2:23][C:22]([CH3:26])([CH3:25])[C:21]=4[CH:20]=3)=[N:29][N:30]=2)=[CH:6][CH:7]=1)([O-:13])=[O:12]. (4) Given the reactants [O:1]=[C:2]1[CH2:6][CH2:5][CH2:4][CH:3]1[C:7]([O:9][CH3:10])=[O:8].C(O)[C:12]1[CH:17]=[CH:16][CH:15]=[CH:14][CH:13]=1.CO, predict the reaction product. The product is: [O:1]=[C:2]1[CH2:6][CH2:5][CH2:4][CH:3]1[C:7]([O:9][CH2:10][C:12]1[CH:17]=[CH:16][CH:15]=[CH:14][CH:13]=1)=[O:8]. (5) Given the reactants O=[C:2]1[CH2:5][CH:4]([C:6]([O:8][CH3:9])=[O:7])[CH2:3]1.[CH3:10][C:11]1([CH3:32])[O:15][C@@H:14]2[C@@H:16]([CH2:29][NH:30][CH3:31])[O:17][C@@H:18]([N:19]3[CH:27]=[N:26][C:25]4[C:20]3=[N:21][CH:22]=[N:23][C:24]=4[NH2:28])[C@@H:13]2[O:12]1.[BH3-]C#N.[Na+], predict the reaction product. The product is: [CH3:9][O:8][C:6]([CH:4]1[CH2:5][CH:2]([N:30]([CH2:29][C@@H:16]2[C@@H:14]3[C@@H:13]([O:12][C:11]([CH3:32])([CH3:10])[O:15]3)[C@H:18]([N:19]3[CH:27]=[N:26][C:25]4[C:20]3=[N:21][CH:22]=[N:23][C:24]=4[NH2:28])[O:17]2)[CH3:31])[CH2:3]1)=[O:7].